This data is from Peptide-MHC class I binding affinity with 185,985 pairs from IEDB/IMGT. The task is: Regression. Given a peptide amino acid sequence and an MHC pseudo amino acid sequence, predict their binding affinity value. This is MHC class I binding data. (1) The peptide sequence is TTRAVNMEV. The binding affinity (normalized) is 0.0847. The MHC is HLA-B57:01 with pseudo-sequence HLA-B57:01. (2) The binding affinity (normalized) is 0.201. The MHC is HLA-A31:01 with pseudo-sequence HLA-A31:01. The peptide sequence is LFDKDTFFK.